From a dataset of Reaction yield outcomes from USPTO patents with 853,638 reactions. Predict the reaction yield, written as a fraction of the theoretical maximum amount of product (1.0 means a 100% yield; for example, 0.34 means a 34% yield). (1) The reactants are [OH:1][C:2]1[CH:8]2[CH2:9][CH:5]([CH2:6][CH2:7]2)[C:4](=O)[C:3]=1[C:11]([C:13]1[C:14]([CH3:23])=[N:15][C:16]([C:19]([F:22])([F:21])[F:20])=[CH:17][CH:18]=1)=[O:12].CN(C)C=O.C(Cl)(=O)C([Cl:32])=O. No catalyst specified. The product is [Cl:32][C:4]1[CH:5]2[CH2:9][CH:8]([CH2:7][CH2:6]2)[C:2](=[O:1])[C:3]=1[C:11]([C:13]1[C:14]([CH3:23])=[N:15][C:16]([C:19]([F:22])([F:21])[F:20])=[CH:17][CH:18]=1)=[O:12]. The yield is 0.900. (2) The reactants are Cl[C:2]1[N:11]=[C:10]([C:12]2[CH:13]=[C:14]([NH:18][C:19](=[O:21])[CH3:20])[CH:15]=[CH:16][CH:17]=2)[C:9]2[C:4](=[CH:5][C:6]([O:24][CH3:25])=[C:7]([O:22][CH3:23])[CH:8]=2)[N:3]=1.O1CCCC1.[CH3:31][NH2:32].[Cl-].[Na+]. The catalyst is C(OCC)(=O)C.CO. The product is [CH3:23][O:22][C:7]1[CH:8]=[C:9]2[C:4](=[CH:5][C:6]=1[O:24][CH3:25])[N:3]=[C:2]([NH:32][CH3:31])[N:11]=[C:10]2[C:12]1[CH:13]=[C:14]([NH:18][C:19](=[O:21])[CH3:20])[CH:15]=[CH:16][CH:17]=1. The yield is 0.911. (3) The reactants are [CH2:1]([O:8][C:9]1[CH:16]=[CH:15][C:12]([C:13]#[N:14])=[C:11]([F:17])[CH:10]=1)[C:2]1[CH:7]=[CH:6][CH:5]=[CH:4][CH:3]=1.[Li+].C[Si]([N-:23][Si](C)(C)C)(C)C.[ClH:28]. The catalyst is C1COCC1. The product is [ClH:28].[CH2:1]([O:8][C:9]1[CH:16]=[CH:15][C:12]([C:13]([NH2:23])=[NH:14])=[C:11]([F:17])[CH:10]=1)[C:2]1[CH:3]=[CH:4][CH:5]=[CH:6][CH:7]=1. The yield is 0.720.